This data is from Forward reaction prediction with 1.9M reactions from USPTO patents (1976-2016). The task is: Predict the product of the given reaction. Given the reactants [S:1]1[C:5]2[CH:6]=[CH:7][CH:8]=[CH:9][C:4]=2[N:3]=[C:2]1[NH:10][C:11]([C:13]1[CH:14]=[CH:15][CH:16]=[C:17]2[C:22]=1[CH2:21][N:20](C(OC(C)(C)C)=O)[CH2:19][CH2:18]2)=[O:12].[ClH:30], predict the reaction product. The product is: [ClH:30].[ClH:30].[S:1]1[C:5]2[CH:6]=[CH:7][CH:8]=[CH:9][C:4]=2[N:3]=[C:2]1[NH:10][C:11]([C:13]1[CH:14]=[CH:15][CH:16]=[C:17]2[C:22]=1[CH2:21][NH:20][CH2:19][CH2:18]2)=[O:12].